Dataset: Full USPTO retrosynthesis dataset with 1.9M reactions from patents (1976-2016). Task: Predict the reactants needed to synthesize the given product. (1) Given the product [O:18]=[C:5]1[CH:4]=[CH:3][C:2]([C:20]2[S:19][CH:23]=[CH:22][CH:21]=2)=[CH:7][N:6]1[CH2:8][CH2:9][NH:10][C:11](=[O:17])[O:12][C:13]([CH3:16])([CH3:15])[CH3:14], predict the reactants needed to synthesize it. The reactants are: Br[C:2]1[CH:3]=[CH:4][C:5](=[O:18])[N:6]([CH2:8][CH2:9][NH:10][C:11](=[O:17])[O:12][C:13]([CH3:16])([CH3:15])[CH3:14])[CH:7]=1.[S:19]1[CH:23]=[CH:22][CH:21]=[C:20]1B(O)O.C([O-])([O-])=O.[Na+].[Na+]. (2) Given the product [CH3:22][O:21][C:15]1[CH:14]=[C:13]([NH:12][C:8]2[S:9][C:10]([CH3:11])=[C:6]([C:4]([OH:5])=[O:3])[N:7]=2)[CH:18]=[CH:17][C:16]=1[O:19][CH3:20], predict the reactants needed to synthesize it. The reactants are: C([O:3][C:4]([C:6]1[N:7]=[C:8]([NH:12][C:13]2[CH:18]=[CH:17][C:16]([O:19][CH3:20])=[C:15]([O:21][CH3:22])[CH:14]=2)[S:9][C:10]=1[CH3:11])=[O:5])C.[OH-].[K+]. (3) Given the product [O:17]=[C:2]([CH3:1])[C:8]([O:10][C:11]([CH3:14])([CH3:13])[CH3:12])=[O:9], predict the reactants needed to synthesize it. The reactants are: [CH3:1][C:2]1([C:8]([O:10][C:11]([CH3:14])([CH3:13])[CH3:12])=[O:9])SCCCS1.O.C(=O)(O)[O-:17].[Na+]. (4) Given the product [NH2:31][C:25]1[N:24]=[C:23]([CH3:30])[N:22]=[C:21]([C:20]2[C:11]([NH:10][C:5]3[CH:6]=[CH:7][CH:8]=[C:9]4[C:4]=3[CH:3]=[N:2][NH:1]4)=[N:12][C:13]3[C:18]([N:19]=2)=[CH:17][CH:16]=[CH:15][CH:14]=3)[CH:26]=1, predict the reactants needed to synthesize it. The reactants are: [NH:1]1[C:9]2[C:4](=[C:5]([NH:10][C:11]3[C:20]([C:21]4[CH:26]=[C:25](S(C)=O)[N:24]=[C:23]([CH3:30])[N:22]=4)=[N:19][C:18]4[C:13](=[CH:14][CH:15]=[CH:16][CH:17]=4)[N:12]=3)[CH:6]=[CH:7][CH:8]=2)[CH:3]=[N:2]1.[NH3:31]. (5) Given the product [CH2:1]([C:5]1=[CH:6][N:7]([C:24]([CH3:27])([CH3:26])[CH3:25])[S:8]/[C:9]/1=[N:10]\[C:11]([C@:13]1([CH3:23])[CH2:17][CH2:16][C@H:15]([C:18]([N:30]([CH3:31])[CH3:29])=[O:20])[C:14]1([CH3:21])[CH3:22])=[O:12])[CH2:2][CH2:3][CH3:4], predict the reactants needed to synthesize it. The reactants are: [CH2:1]([C:5]1=[CH:6][N:7]([C:24]([CH3:27])([CH3:26])[CH3:25])[S:8]/[C:9]/1=[N:10]\[C:11]([C@:13]1([CH3:23])[CH2:17][CH2:16][C@H:15]([C:18]([OH:20])=O)[C:14]1([CH3:22])[CH3:21])=[O:12])[CH2:2][CH2:3][CH3:4].Cl.[CH3:29][NH:30][CH3:31]. (6) Given the product [CH3:1][O:2][C:3]1[CH:4]=[C:5]2[C:10](=[CH:11][C:12]=1[O:13][CH3:14])[N:9]=[CH:8][CH:7]=[C:6]2[O:15][C:16]1[CH:17]=[C:18]2[C:23](=[CH:24][CH:25]=1)[C:22]([C:26]([NH:55][CH2:54][CH2:53][N:52]([CH3:56])[CH3:51])=[O:28])=[CH:21][CH:20]=[CH:19]2, predict the reactants needed to synthesize it. The reactants are: [CH3:1][O:2][C:3]1[CH:4]=[C:5]2[C:10](=[CH:11][C:12]=1[O:13][CH3:14])[N:9]=[CH:8][CH:7]=[C:6]2[O:15][C:16]1[CH:17]=[C:18]2[C:23](=[CH:24][CH:25]=1)[C:22]([C:26]([OH:28])=O)=[CH:21][CH:20]=[CH:19]2.Cl.CN(C)CCCN=C=NCC.C1C=NC2N(O)N=NC=2C=1.[CH3:51][N:52]([CH3:56])[CH2:53][CH2:54][NH2:55].CCN(C(C)C)C(C)C.